Dataset: Forward reaction prediction with 1.9M reactions from USPTO patents (1976-2016). Task: Predict the product of the given reaction. (1) Given the reactants C[N:2](C)[C:3]([CH3:32])=[CH:4][C:5]([C:7]1[CH:12]=[CH:11][CH:10]=[C:9]([C:13]2[CH:18]=[C:17]([NH:19][CH2:20][CH2:21][C:22]3[CH:27]=[CH:26][C:25]([O:28][CH3:29])=[CH:24][CH:23]=3)[N:16]=[C:15]([O:30][CH3:31])[N:14]=2)[CH:8]=1)=O.O.[NH2:35]N.CCO.CCOC(C)=O, predict the reaction product. The product is: [CH3:31][O:30][C:15]1[N:16]=[C:17]([NH:19][CH2:20][CH2:21][C:22]2[CH:23]=[CH:24][C:25]([O:28][CH3:29])=[CH:26][CH:27]=2)[CH:18]=[C:13]([C:9]2[CH:10]=[CH:11][CH:12]=[C:7]([C:5]3[NH:35][N:2]=[C:3]([CH3:32])[CH:4]=3)[CH:8]=2)[N:14]=1. (2) Given the reactants [CH3:1][S:2]([C:5]1[CH:10]=[CH:9][C:8]([N:11]2[CH2:16][CH2:15][NH:14][C@@H:13]([CH3:17])[CH2:12]2)=[CH:7][CH:6]=1)(=[O:4])=[O:3].[CH3:18][C:19]([O:22][C:23]([N:25]1[CH2:30][CH2:29][CH:28]([CH2:31][CH:32]=O)[CH2:27][CH2:26]1)=[O:24])([CH3:21])[CH3:20].[BH4-].[Na+], predict the reaction product. The product is: [C:19]([O:22][C:23]([N:25]1[CH2:30][CH2:29][CH:28]([CH2:31][CH2:32][N:14]2[CH2:15][CH2:16][N:11]([C:8]3[CH:9]=[CH:10][C:5]([S:2]([CH3:1])(=[O:3])=[O:4])=[CH:6][CH:7]=3)[CH2:12][C@@H:13]2[CH3:17])[CH2:27][CH2:26]1)=[O:24])([CH3:21])([CH3:20])[CH3:18]. (3) Given the reactants [CH3:1][NH:2][CH2:3][C:4]1[CH:12]=[C:11]2[C:7]([CH:8]=[CH:9][N:10]2[CH3:13])=[CH:6][CH:5]=1.Cl.[O:15]=[C:16]1[NH:25][C:24]2[N:23]=[CH:22][C:21](/[CH:26]=[CH:27]/[C:28](O)=[O:29])=[CH:20][C:19]=2[CH2:18][CH2:17]1, predict the reaction product. The product is: [CH3:1][N:2]([CH2:3][C:4]1[CH:12]=[C:11]2[C:7]([CH:8]=[CH:9][N:10]2[CH3:13])=[CH:6][CH:5]=1)[C:28](=[O:29])[CH:27]=[CH:26][C:21]1[CH:22]=[N:23][C:24]2[NH:25][C:16](=[O:15])[CH2:17][CH2:18][C:19]=2[CH:20]=1.